Dataset: Reaction yield outcomes from USPTO patents with 853,638 reactions. Task: Predict the reaction yield, written as a fraction of the theoretical maximum amount of product (1.0 means a 100% yield; for example, 0.34 means a 34% yield). (1) The reactants are C([O:3][C:4](=O)[CH2:5][N:6]1[CH2:11][CH2:10][O:9][CH2:8][C:7]1=[O:12])C.O.[NH2:15][NH2:16]. The yield is 0.560. The catalyst is C(O)CCC. The product is [O:12]=[C:7]1[CH2:8][O:9][CH2:10][CH2:11][N:6]1[CH2:5][C:4]([NH:15][NH2:16])=[O:3]. (2) The reactants are [Cl:1][C:2]1[C:3]([F:28])=[C:4]([CH:8]2[C:12]([C:15]3[CH:20]=[CH:19][C:18]([Cl:21])=[CH:17][C:16]=3[F:22])([C:13]#[N:14])[CH:11]([CH2:23][C:24]([CH3:27])([CH3:26])[CH3:25])[CH2:10][NH:9]2)[CH:5]=[CH:6][CH:7]=1.[C:29](Cl)(Cl)=[O:30].C(N(CC)CC)C.[NH:40]1[C:44]([C:45]2[CH:46]=[C:47]([NH2:51])[CH:48]=[CH:49][CH:50]=2)=[N:43][N:42]=[N:41]1. The catalyst is C(Cl)Cl. The product is [NH:43]1[C:44]([C:45]2[CH:46]=[C:47]([NH:51][C:29]([N:9]3[CH2:10][CH:11]([CH2:23][C:24]([CH3:25])([CH3:27])[CH3:26])[C:12]([C:15]4[CH:20]=[CH:19][C:18]([Cl:21])=[CH:17][C:16]=4[F:22])([C:13]#[N:14])[CH:8]3[C:4]3[CH:5]=[CH:6][CH:7]=[C:2]([Cl:1])[C:3]=3[F:28])=[O:30])[CH:48]=[CH:49][CH:50]=2)=[N:40][N:41]=[N:42]1. The yield is 0.414. (3) The product is [CH3:1][CH:2]([CH3:18])[C:3]([NH:5][C:6]1[CH:11]=[CH:10][CH:9]=[C:8]([CH:12]2[CH2:17][CH2:16][N:15]([CH2:28][CH2:27][CH2:26][CH2:25][C:19]3[CH:24]=[CH:23][CH:22]=[CH:21][CH:20]=3)[CH2:14][CH2:13]2)[CH:7]=1)=[O:4]. The reactants are [CH3:1][CH:2]([CH3:18])[C:3]([NH:5][C:6]1[CH:11]=[CH:10][CH:9]=[C:8]([CH:12]2[CH2:17][CH2:16][NH:15][CH2:14][CH2:13]2)[CH:7]=1)=[O:4].[C:19]1([CH2:25][CH2:26][CH2:27][CH2:28]Cl)[CH:24]=[CH:23][CH:22]=[CH:21][CH:20]=1.C(N(C(C)C)CC)(C)C. The catalyst is [I-].C([N+](CCCC)(CCCC)CCCC)CCC.O1CCOCC1. The yield is 0.251. (4) The reactants are [OH:1][CH:2]([C:13]1[CH:18]=[CH:17][CH:16]=[C:15]([O:19][CH3:20])[CH:14]=1)[CH2:3][O:4][C:5]1[CH:12]=[CH:11][C:8]([CH:9]=O)=[CH:7][CH:6]=1.[S:21]1[CH2:25][C:24](=[O:26])[NH:23][C:22]1=[O:27].N1CCCCC1. The catalyst is CCO. The product is [OH:1][CH:2]([C:13]1[CH:18]=[CH:17][CH:16]=[C:15]([O:19][CH3:20])[CH:14]=1)[CH2:3][O:4][C:5]1[CH:12]=[CH:11][C:8]([CH:9]=[C:25]2[S:21][C:22](=[O:27])[NH:23][C:24]2=[O:26])=[CH:7][CH:6]=1. The yield is 0.580. (5) The reactants are N[CH2:2][CH2:3][CH2:4][CH2:5][CH2:6][NH2:7].C[O:9][C:10](=O)[CH2:11][S:12][C:13]([C:26]1[CH:31]=[CH:30][CH:29]=[CH:28][CH:27]=1)([C:20]1[CH:25]=[CH:24][CH:23]=[CH:22][CH:21]=1)[C:14]1[CH:19]=[CH:18][CH:17]=[CH:16][CH:15]=1.CO. The catalyst is ClCCl.CO.CCN(CC)CC. The product is [NH2:7][CH2:6][CH2:5][CH2:4][CH2:3][CH2:2][C:10](=[O:9])[CH2:11][S:12][C:13]([C:14]1[CH:19]=[CH:18][CH:17]=[CH:16][CH:15]=1)([C:20]1[CH:21]=[CH:22][CH:23]=[CH:24][CH:25]=1)[C:26]1[CH:31]=[CH:30][CH:29]=[CH:28][CH:27]=1. The yield is 0.540.